From a dataset of Reaction yield outcomes from USPTO patents with 853,638 reactions. Predict the reaction yield, written as a fraction of the theoretical maximum amount of product (1.0 means a 100% yield; for example, 0.34 means a 34% yield). (1) The catalyst is CC(O)C. The yield is 0.500. The reactants are [Cl:1][C:2]1[N:7]=[C:6](Cl)[CH:5]=[CH:4][N:3]=1.[NH2:9][C:10]1[CH:11]=[C:12]([CH2:16][C:17]#[N:18])[CH:13]=[CH:14][CH:15]=1.C(N(CC)CC)C. The product is [Cl:1][C:2]1[N:7]=[C:6]([NH:9][C:10]2[CH:11]=[C:12]([CH2:16][C:17]#[N:18])[CH:13]=[CH:14][CH:15]=2)[CH:5]=[CH:4][N:3]=1. (2) The reactants are [NH2:1][C:2]1[NH:6][N:5]=[CH:4][C:3]=1[C:7]#[N:8].C([O:11][CH:12]=[CH:13][C:14](OCC)=O)C.C([O-])([O-])=O.[Cs+].[Cs+].Cl. The product is [O:11]=[C:12]1[CH:13]=[CH:14][N:6]2[N:5]=[CH:4][C:3]([C:7]#[N:8])=[C:2]2[NH:1]1. The yield is 0.900. The catalyst is CN(C=O)C.